This data is from Full USPTO retrosynthesis dataset with 1.9M reactions from patents (1976-2016). The task is: Predict the reactants needed to synthesize the given product. (1) The reactants are: [C:1]([O:5][C:6]([NH:8][C@H:9]([C:16]([CH3:19])([CH3:18])[CH3:17])[CH2:10]OS(C)(=O)=O)=[O:7])([CH3:4])([CH3:3])[CH3:2].[C-:20]#[N:21].[Na+].O.C(OCC)(=O)C. Given the product [C:1]([O:5][C:6](=[O:7])[NH:8][C@@H:9]([CH2:10][C:20]#[N:21])[C:16]([CH3:19])([CH3:18])[CH3:17])([CH3:4])([CH3:3])[CH3:2], predict the reactants needed to synthesize it. (2) Given the product [CH2:1]([O:3][C:4](=[O:36])[C:5]([O:8][C:9]1[CH:14]=[CH:13][C:12]([O:15][CH2:16][CH2:17][CH:18]([O:20][C:21]2[CH:26]=[CH:25][C:24]([CH2:37][CH2:38][CH2:39][CH3:40])=[CH:23][C:22]=2[C:28](=[O:35])[C:29]2[CH:34]=[CH:33][CH:32]=[CH:31][CH:30]=2)[CH3:19])=[CH:11][CH:10]=1)([CH3:7])[CH3:6])[CH3:2], predict the reactants needed to synthesize it. The reactants are: [CH2:1]([O:3][C:4](=[O:36])[C:5]([O:8][C:9]1[CH:14]=[CH:13][C:12]([O:15][CH2:16][CH2:17][CH:18]([O:20][C:21]2[CH:26]=[CH:25][C:24](Br)=[CH:23][C:22]=2[C:28](=[O:35])[C:29]2[CH:34]=[CH:33][CH:32]=[CH:31][CH:30]=2)[CH3:19])=[CH:11][CH:10]=1)([CH3:7])[CH3:6])[CH3:2].[CH2:37](B(O)O)[CH2:38][CH2:39][CH3:40].[F-].[Cs+].